From a dataset of Forward reaction prediction with 1.9M reactions from USPTO patents (1976-2016). Predict the product of the given reaction. (1) Given the reactants [OH:1][C@H:2]([CH3:14])[CH2:3][N:4]1[C:12]2[C:7](=[CH:8][CH:9]=[C:10]([OH:13])[CH:11]=2)[CH:6]=[N:5]1.[N:15]([O-])=[O:16].[Na+].O, predict the reaction product. The product is: [OH:1][C@H:2]([CH3:14])[CH2:3][N:4]1[C:12]2[C:7](=[CH:8][CH:9]=[C:10]([OH:13])[C:11]=2[N:15]=[O:16])[CH:6]=[N:5]1. (2) The product is: [Cl:1][C:2]1[CH:3]=[C:4]2[C:9](=[CH:10][CH:11]=1)[N:8]=[C:7]([NH:12][C:13]([N:30]1[CH2:31][CH2:32][N:27]([C:23]3[CH:24]=[CH:25][CH:26]=[C:21]([CH3:20])[CH:22]=3)[CH2:28][CH2:29]1)=[O:17])[C:6]([O:18][CH3:19])=[N:5]2. Given the reactants [Cl:1][C:2]1[CH:3]=[C:4]2[C:9](=[CH:10][CH:11]=1)[N:8]=[C:7]([NH:12][C:13](=[O:17])OCC)[C:6]([O:18][CH3:19])=[N:5]2.[CH3:20][C:21]1[CH:22]=[C:23]([N:27]2[CH2:32][CH2:31][NH:30][CH2:29][CH2:28]2)[CH:24]=[CH:25][CH:26]=1, predict the reaction product. (3) The product is: [CH3:16][C:17]1[CH:22]=[C:21]([N+:23]([O-:25])=[O:24])[CH:20]=[CH:19][C:18]=1[N:26]=[C:27]1[N:6]([CH2:7][CH:8]([CH3:9])[CH3:10])[C@@H:5]([CH2:11][CH:12]([CH3:13])[CH3:14])[C:4](=[O:15])[S:28]1. Given the reactants C(O[C:4](=[O:15])[C@H:5]([CH2:11][CH:12]([CH3:14])[CH3:13])[NH:6][CH2:7][CH:8]([CH3:10])[CH3:9])C.[CH3:16][C:17]1[CH:22]=[C:21]([N+:23]([O-:25])=[O:24])[CH:20]=[CH:19][C:18]=1[N:26]=[C:27]=[S:28], predict the reaction product. (4) Given the reactants [CH2:1]([O:8][C:9]1[CH:14]=[CH:13][CH:12]=[CH:11][C:10]=1[C:15]1[NH:19][N:18]=[C:17]([C:20]([NH:22][CH2:23][C:24]([OH:26])=O)=[O:21])[CH:16]=1)[C:2]1[CH:7]=[CH:6][CH:5]=[CH:4][CH:3]=1.CCN(C(C)C)C(C)C.C1C=CC2N(O)N=NC=2C=1.CCN=C=NCCCN(C)C.Cl.Cl.Cl.[Cl:60][C:61]1[CH:66]=[CH:65][CH:64]=[CH:63][C:62]=1[NH:67][CH:68]1[CH2:73][CH2:72][NH:71][CH2:70][CH2:69]1, predict the reaction product. The product is: [Cl:60][C:61]1[CH:66]=[CH:65][CH:64]=[CH:63][C:62]=1[NH:67][CH:68]1[CH2:73][CH2:72][N:71]([C:24](=[O:26])[CH2:23][NH:22][C:20]([C:17]2[CH:16]=[C:15]([C:10]3[CH:11]=[CH:12][CH:13]=[CH:14][C:9]=3[O:8][CH2:1][C:2]3[CH:3]=[CH:4][CH:5]=[CH:6][CH:7]=3)[NH:19][N:18]=2)=[O:21])[CH2:70][CH2:69]1. (5) The product is: [CH3:1][O:2][C:3]1[CH:4]=[C:5]([CH2:11][CH2:12][NH:13][C:14](=[O:25])[C:15]([C:18]2[CH:23]=[CH:22][C:21]([Cl:24])=[CH:20][CH:19]=2)=[CH:16][O:17][CH2:34][F:35])[CH:6]=[CH:7][C:8]=1[O:9][CH3:10]. Given the reactants [CH3:1][O:2][C:3]1[CH:4]=[C:5]([CH2:11][CH2:12][NH:13][C:14](=[O:25])[C:15]([C:18]2[CH:23]=[CH:22][C:21]([Cl:24])=[CH:20][CH:19]=2)=[CH:16][OH:17])[CH:6]=[CH:7][C:8]=1[O:9][CH3:10].[H-].[Na+].CN(C)C=O.Br[CH2:34][F:35], predict the reaction product.